This data is from Full USPTO retrosynthesis dataset with 1.9M reactions from patents (1976-2016). The task is: Predict the reactants needed to synthesize the given product. (1) Given the product [Cl:1][C:2]1[CH:3]=[C:4]([O:8][C:9]2[C:10]([F:18])=[CH:11][C:12]([CH2:16][O:17][C:20]3[CH:21]=[C:22]4[N:29]([CH3:30])[C:28]([CH3:32])([CH3:31])[CH2:27][N:23]4[C:24](=[O:26])[N:25]=3)=[CH:13][C:14]=2[F:15])[CH:5]=[N:6][CH:7]=1, predict the reactants needed to synthesize it. The reactants are: [Cl:1][C:2]1[CH:3]=[C:4]([O:8][C:9]2[C:14]([F:15])=[CH:13][C:12]([CH2:16][OH:17])=[CH:11][C:10]=2[F:18])[CH:5]=[N:6][CH:7]=1.Cl[C:20]1[CH:21]=[C:22]2[N:29]([CH3:30])[C:28]([CH3:32])([CH3:31])[CH2:27][N:23]2[C:24](=[O:26])[N:25]=1. (2) Given the product [N:4]1[C:3]2[C:2](=[CH:8][CH:7]=[CH:6][CH:5]=2)[C:1](=[O:10])[NH:21][CH:22]=1, predict the reactants needed to synthesize it. The reactants are: [C:1]([O:10]C)(=O)[C:2]1[C:3](=[CH:5][CH:6]=[CH:7][CH:8]=1)[NH2:4].C([O-])([O-])OC.C([O-])(=O)C.[NH4+:21].[CH3:22]O. (3) Given the product [F:1][C:2]1[CH:28]=[CH:27][C:26]([F:29])=[CH:25][C:3]=1[CH2:4][O:5][CH:6]1[CH2:11][CH2:10][N:9]([S:12]([CH2:15][CH:16]([N:23]([OH:24])[CH:30]=[O:31])[C:17]2[CH:22]=[CH:21][CH:20]=[CH:19][CH:18]=2)(=[O:13])=[O:14])[CH2:8][CH2:7]1, predict the reactants needed to synthesize it. The reactants are: [F:1][C:2]1[CH:28]=[CH:27][C:26]([F:29])=[CH:25][C:3]=1[CH2:4][O:5][CH:6]1[CH2:11][CH2:10][N:9]([S:12]([CH2:15][CH:16]([NH:23][OH:24])[C:17]2[CH:22]=[CH:21][CH:20]=[CH:19][CH:18]=2)(=[O:14])=[O:13])[CH2:8][CH2:7]1.[CH:30](O)=[O:31].C(OC(=O)C)(=O)C.CO. (4) Given the product [CH2:1]([O:3][C:4](=[O:30])[CH2:5][N:6]1[CH2:11][CH2:10][CH:9]([C:12]2[N:20]=[C:19]3[N:14]([C:15]([NH:48][CH2:47][CH2:46][NH:45][C:35]4[CH:36]=[CH:37][C:38]([C:39](=[O:44])[C:40]([F:42])([F:43])[F:41])=[C:33]([NH2:32])[N:34]=4)=[N:16][C:17]([C:21]4[CH:26]=[CH:25][C:24]([Cl:27])=[CH:23][C:22]=4[Cl:28])=[CH:18]3)[N:13]=2)[CH2:8][CH2:7]1)[CH3:2], predict the reactants needed to synthesize it. The reactants are: [CH2:1]([O:3][C:4](=[O:30])[CH2:5][N:6]1[CH2:11][CH2:10][CH:9]([C:12]2[N:20]=[C:19]3[N:14]([C:15](Cl)=[N:16][C:17]([C:21]4[CH:26]=[CH:25][C:24]([Cl:27])=[CH:23][C:22]=4[Cl:28])=[CH:18]3)[N:13]=2)[CH2:8][CH2:7]1)[CH3:2].Cl.[NH2:32][C:33]1[C:38]([C:39](=[O:44])[C:40]([F:43])([F:42])[F:41])=[CH:37][CH:36]=[C:35]([NH:45][CH2:46][CH2:47][NH2:48])[N:34]=1.C(N(CC)C(C)C)(C)C. (5) Given the product [Cl:1][C:2]1[CH:3]=[C:4]([NH:9][C:10]2[C:11]3[C:12](=[C:13]([CH2:17][CH2:18][CH3:19])[N:14]=[CH:15][CH:16]=3)[O:20][C:25]=2[NH2:26])[CH:5]=[CH:6][C:7]=1[F:8], predict the reactants needed to synthesize it. The reactants are: [Cl:1][C:2]1[CH:3]=[C:4]([N:9]=[CH:10][C:11]2[CH:16]=[CH:15][N:14]=[C:13]([CH2:17][CH2:18][CH3:19])[C:12]=2[OH:20])[CH:5]=[CH:6][C:7]=1[F:8].[Si]([C:25]#[N:26])(C)(C)C. (6) Given the product [CH3:23][C:24]1([CH3:45])[O:28][CH:27]([CH2:29][N:30]2[C:38]3[C:33](=[CH:34][CH:35]=[CH:36][CH:37]=3)[C:32]([C:39]([C:2]3[CH:17]=[CH:16][C:5]4[N:6]([C:9]5[CH:14]=[CH:13][C:12]([F:15])=[CH:11][CH:10]=5)[N:7]=[N:8][C:4]=4[CH:3]=3)([OH:44])[C:40]([F:43])([F:42])[F:41])=[CH:31]2)[CH2:26][O:25]1, predict the reactants needed to synthesize it. The reactants are: Br[C:2]1[CH:17]=[CH:16][C:5]2[N:6]([C:9]3[CH:14]=[CH:13][C:12]([F:15])=[CH:11][CH:10]=3)[N:7]=[N:8][C:4]=2[CH:3]=1.C([Li])CCC.[CH3:23][C:24]1([CH3:45])[O:28][CH:27]([CH2:29][N:30]2[C:38]3[C:33](=[CH:34][CH:35]=[CH:36][CH:37]=3)[C:32]([C:39](=[O:44])[C:40]([F:43])([F:42])[F:41])=[CH:31]2)[CH2:26][O:25]1.